This data is from Forward reaction prediction with 1.9M reactions from USPTO patents (1976-2016). The task is: Predict the product of the given reaction. (1) Given the reactants [N:1]1[CH:6]=[CH:5][CH:4]=[CH:3][C:2]=1[N:7]1[CH2:12][CH2:11][NH:10][CH2:9][CH2:8]1.[F:13][C:14]1[CH:23]=[CH:22][C:21]([O:24][CH2:25][CH2:26][CH3:27])=[C:20]2[C:15]=1[C:16](=[O:38])[C:17]([C:30]1[CH:35]=[CH:34][C:33]([O:36][CH3:37])=[CH:32][CH:31]=1)=[C:18]([CH:28]=O)[NH:19]2.C(O[BH-](OC(=O)C)OC(=O)C)(=O)C.[Na+], predict the reaction product. The product is: [F:13][C:14]1[CH:23]=[CH:22][C:21]([O:24][CH2:25][CH2:26][CH3:27])=[C:20]2[C:15]=1[C:16](=[O:38])[C:17]([C:30]1[CH:31]=[CH:32][C:33]([O:36][CH3:37])=[CH:34][CH:35]=1)=[C:18]([CH2:28][N:10]1[CH2:9][CH2:8][N:7]([C:2]3[CH:3]=[CH:4][CH:5]=[CH:6][N:1]=3)[CH2:12][CH2:11]1)[NH:19]2. (2) Given the reactants [CH3:1][NH:2][CH2:3][C@@H:4]([NH:6][C@@H:7]([CH3:12])[C:8](OC)=[O:9])[CH3:5].C1(C)C=CC(S(O)(=O)=O)=CC=1, predict the reaction product. The product is: [CH3:1][N:2]1[CH2:3][C@H:4]([CH3:5])[NH:6][C@@H:7]([CH3:12])[C:8]1=[O:9]. (3) Given the reactants [OH-].[Na+].C([O:5][C:6](=[O:15])[CH2:7][N:8]1[CH2:13][CH2:12][N:11]([CH3:14])[CH2:10][CH2:9]1)C, predict the reaction product. The product is: [CH3:14][N:11]1[CH2:10][CH2:9][N:8]([CH2:7][C:6]([OH:15])=[O:5])[CH2:13][CH2:12]1. (4) Given the reactants [Br:1][C:2]1[N:6]2[CH2:7][CH2:8][N:9](C(OC(C)(C)C)=O)[C:10](=[O:11])[C:5]2=[N:4][N:3]=1.C(O)(C(F)(F)F)=O, predict the reaction product. The product is: [Br:1][C:2]1[N:6]2[CH2:7][CH2:8][NH:9][C:10](=[O:11])[C:5]2=[N:4][N:3]=1.